From a dataset of Full USPTO retrosynthesis dataset with 1.9M reactions from patents (1976-2016). Predict the reactants needed to synthesize the given product. (1) Given the product [CH3:27][N:24]1[CH2:25][CH2:26][CH:21]([NH:20][C:2]2[N:7]3[N:8]=[C:9]([NH:11][C:12](=[O:19])[C:13]4[CH:18]=[CH:17][CH:16]=[CH:15][CH:14]=4)[N:10]=[C:6]3[CH:5]=[CH:4][CH:3]=2)[CH2:22][CH2:23]1, predict the reactants needed to synthesize it. The reactants are: Cl[C:2]1[N:7]2[N:8]=[C:9]([NH:11][C:12](=[O:19])[C:13]3[CH:18]=[CH:17][CH:16]=[CH:15][CH:14]=3)[N:10]=[C:6]2[CH:5]=[CH:4][CH:3]=1.[NH2:20][CH:21]1[CH2:26][CH2:25][N:24]([CH3:27])[CH2:23][CH2:22]1. (2) Given the product [C:3]([C:2]([C:1]#[N:5])=[C:15]([CH:16]([CH3:18])[CH3:17])[CH2:20][C:21]([O:23][CH2:24][CH3:25])=[O:22])#[N:4], predict the reactants needed to synthesize it. The reactants are: [C:1](#[N:5])[CH2:2][C:3]#[N:4].C([O-])(=O)C.[NH4+].C(O)(=O)C.[C:15]([CH2:20][C:21]([O:23][CH2:24][CH3:25])=[O:22])(=O)[CH:16]([CH3:18])[CH3:17]. (3) The reactants are: Cl[C:2]1[C:7]([C:8](/[C:10](=[CH:16]/[N:17]([CH3:19])C)/[C:11]([O:13][CH2:14][CH3:15])=[O:12])=[O:9])=[CH:6][CH:5]=[C:4]([Cl:20])[N:3]=1.[NH2:21][CH2:22][CH2:23]C#N. Given the product [Cl:20][C:4]1[N:3]=[C:2]2[C:7]([C:8](=[O:9])[C:10]([C:11]([O:13][CH2:14][CH3:15])=[O:12])=[CH:16][N:17]2[CH2:19][CH2:23][C:22]#[N:21])=[CH:6][CH:5]=1, predict the reactants needed to synthesize it. (4) Given the product [Cl:24][C:25]1[CH:30]=[C:29]([C:2]2[CH:3]=[C:4]3[C:11]4([N:15]=[C:14]([NH2:16])[C:13]([CH3:17])=[N:12]4)[CH2:10][CH:9]([CH:18]4[CH2:23][CH2:22][CH2:21][O:20][CH2:19]4)[O:8][C:5]3=[CH:6][CH:7]=2)[CH:28]=[CH:27][CH:26]=1, predict the reactants needed to synthesize it. The reactants are: Br[C:2]1[CH:3]=[C:4]2[C:11]3([N:15]=[C:14]([NH2:16])[C:13]([CH3:17])=[N:12]3)[CH2:10][CH:9]([CH:18]3[CH2:23][CH2:22][CH2:21][O:20][CH2:19]3)[O:8][C:5]2=[CH:6][CH:7]=1.[Cl:24][C:25]1[CH:26]=[C:27](B(O)O)[CH:28]=[CH:29][CH:30]=1. (5) Given the product [Br:41][C:9]1[N:10]=[C:6]([S:5][CH2:4][C:3]2[C:29]([F:33])=[CH:30][CH:31]=[CH:32][C:2]=2[Cl:1])[N:7]([C:22]2[CH:27]=[CH:26][C:25]([F:28])=[CH:24][CH:23]=2)[C:8]=1[C:11]([C:14]1[CH:19]=[CH:18][C:17]([Cl:20])=[C:16]([Cl:21])[CH:15]=1)([CH3:13])[CH3:12], predict the reactants needed to synthesize it. The reactants are: [Cl:1][C:2]1[CH:32]=[CH:31][CH:30]=[C:29]([F:33])[C:3]=1[CH2:4][S:5][C:6]1[N:7]([C:22]2[CH:27]=[CH:26][C:25]([F:28])=[CH:24][CH:23]=2)[C:8]([C:11]([C:14]2[CH:19]=[CH:18][C:17]([Cl:20])=[C:16]([Cl:21])[CH:15]=2)([CH3:13])[CH3:12])=[CH:9][N:10]=1.C(=O)([O-])[O-].[Na+].[Na+].O.[Br:41]Br. (6) Given the product [CH3:21][N:19]([CH3:20])[CH:18]1[CH2:17][CH:16]([CH3:22])[O:15][CH:14]([O:8][CH2:1][C:2]#[C:3][CH2:4][CH2:5][CH2:6][CH3:7])[CH:13]1[OH:12], predict the reactants needed to synthesize it. The reactants are: [CH2:1]([OH:8])[C:2]#[C:3][CH2:4][CH2:5][CH2:6][CH3:7].C([O:12][CH:13]1[CH:18]([N:19]([CH3:21])[CH3:20])[CH2:17][CH:16]([CH3:22])[O:15][CH:14]1F)(=O)C.B(F)(F)F.CCOCC.CO. (7) Given the product [Br:1][C:2]1[CH:7]=[CH:6][C:5]([NH:8][CH:13]2[CH2:14][CH2:15][O:10][CH2:11][CH2:12]2)=[C:4]([F:9])[CH:3]=1, predict the reactants needed to synthesize it. The reactants are: [Br:1][C:2]1[CH:7]=[CH:6][C:5]([NH2:8])=[C:4]([F:9])[CH:3]=1.[O:10]1[CH2:15][CH2:14][C:13](=O)[CH2:12][CH2:11]1.C(O[BH-](OC(=O)C)OC(=O)C)(=O)C.[Na+]. (8) Given the product [CH3:40][O:39][CH2:38][CH2:37][O:36][C:34](=[O:35])[NH:2][C:3]1[CH:32]=[CH:31][C:6]2[N:7]([C:10]3[CH:15]=[CH:14][C:13]([NH:16][C:17]([NH:19][C:20]4[CH:25]=[CH:24][C:23]([Cl:26])=[C:22]([C:27]([F:29])([F:30])[F:28])[CH:21]=4)=[O:18])=[CH:12][CH:11]=3)[CH:8]=[N:9][C:5]=2[CH:4]=1, predict the reactants needed to synthesize it. The reactants are: Cl.[NH2:2][C:3]1[CH:32]=[CH:31][C:6]2[N:7]([C:10]3[CH:15]=[CH:14][C:13]([NH:16][C:17]([NH:19][C:20]4[CH:25]=[CH:24][C:23]([Cl:26])=[C:22]([C:27]([F:30])([F:29])[F:28])[CH:21]=4)=[O:18])=[CH:12][CH:11]=3)[CH:8]=[N:9][C:5]=2[CH:4]=1.Cl[C:34]([O:36][CH2:37][CH2:38][O:39][CH3:40])=[O:35]. (9) Given the product [CH3:1][O:2][C:3](=[O:28])[C:4]1[CH:9]=[C:8]([C:49](=[O:50])[NH:29][C:30]2[CH:35]=[CH:34][CH:33]=[CH:32][CH:31]=2)[CH:7]=[C:6]([C:11](=[O:27])[C:12]2[CH:17]=[CH:16][C:15]([N:18]([C:20]3[CH:25]=[CH:24][C:23]([Cl:26])=[CH:22][CH:21]=3)[CH3:19])=[CH:14][N:13]=2)[CH:5]=1, predict the reactants needed to synthesize it. The reactants are: [CH3:1][O:2][C:3](=[O:28])[C:4]1[CH:9]=[C:8](I)[CH:7]=[C:6]([C:11](=[O:27])[C:12]2[CH:17]=[CH:16][C:15]([N:18]([C:20]3[CH:25]=[CH:24][C:23]([Cl:26])=[CH:22][CH:21]=3)[CH3:19])=[CH:14][N:13]=2)[CH:5]=1.[NH2:29][C:30]1[CH:35]=[CH:34][CH:33]=[CH:32][CH:31]=1.C1CCN2C(=NCCC2)CC1.C1C[O:50][CH2:49]C1.